Dataset: Catalyst prediction with 721,799 reactions and 888 catalyst types from USPTO. Task: Predict which catalyst facilitates the given reaction. (1) Reactant: Cl[S:2]([C:5]1[CH:6]=[C:7]2[C:11](=[CH:12][CH:13]=1)[NH:10][C:9](=[O:14])[CH2:8]2)(=[O:4])=[O:3].[F:15][C:16]1[CH:23]=[CH:22][C:19]([CH2:20][NH2:21])=[CH:18][CH:17]=1.N1C=CC=CC=1. Product: [F:15][C:16]1[CH:23]=[CH:22][C:19]([CH2:20][NH:21][S:2]([C:5]2[CH:6]=[C:7]3[C:11](=[CH:12][CH:13]=2)[NH:10][C:9](=[O:14])[CH2:8]3)(=[O:4])=[O:3])=[CH:18][CH:17]=1. The catalyst class is: 4. (2) Reactant: [CH3:1][O:2][C:3]1[CH:4]=[C:5]([C:13]([C:15]#[C:16][CH2:17][NH:18][S:19]([C:22]2[CH:27]=[CH:26][C:25]([CH3:28])=[CH:24][CH:23]=2)(=[O:21])=[O:20])=O)[CH:6]=[C:7]([O:11][CH3:12])[C:8]=1[O:9][CH3:10].[BrH:29].C(O)(=O)C. Product: [Br:29][C:16]1[CH:15]=[C:13]([C:5]2[CH:4]=[C:3]([O:2][CH3:1])[C:8]([O:9][CH3:10])=[C:7]([O:11][CH3:12])[CH:6]=2)[N:18]([S:19]([C:22]2[CH:27]=[CH:26][C:25]([CH3:28])=[CH:24][CH:23]=2)(=[O:21])=[O:20])[CH:17]=1. The catalyst class is: 2. (3) Reactant: NC(CO)(CO)CO.C(N(CCO)CCO)CO.[CH2:19]([C:23](O)(C(O)=O)[CH2:24][C:25]([OH:27])=[O:26])[C:20](O)=O.[OH-].[Na+].Cl.[OH:35][C:36]([CH2:38][CH2:39][CH2:40][CH2:41][CH2:42][CH2:43][CH2:44][CH2:45][CH3:46])=[O:37]. Product: [OH:37][C:36]([CH2:38][CH2:39][CH2:40][CH2:41][CH2:42][CH2:43][CH2:44][CH2:45][CH3:46])=[O:35].[C:25]([OH:27])(=[O:26])[CH2:24][CH2:23][CH2:19][CH2:20][CH2:36][CH2:38][CH2:39][CH2:40][CH2:41][CH2:42][CH3:43]. The catalyst class is: 6. (4) Reactant: [Br:1][C:2]1[CH:10]=[CH:9][C:5]([C:6](O)=[O:7])=[CH:4][C:3]=1[C:11]([F:14])([F:13])[F:12].CCN(C(C)C)C(C)C.CN([C:27]([O:31][N:32]1N=NC2C=CC=N[C:33]1=2)=[N+](C)C)C.F[P-](F)(F)(F)(F)F.Cl.CONC. Product: [Br:1][C:2]1[CH:10]=[CH:9][C:5]([C:6]([N:32]([O:31][CH3:27])[CH3:33])=[O:7])=[CH:4][C:3]=1[C:11]([F:14])([F:13])[F:12]. The catalyst class is: 3. (5) Reactant: [CH:1]1([N:6]2[C:14]3[C:9](=[CH:10][CH:11]=[C:12]([CH:15]=[O:16])[CH:13]=3)[C:8]([CH2:17][CH3:18])=[N:7]2)[CH2:5][CH2:4][CH2:3][CH2:2]1.[CH3:19][Mg]Cl. Product: [CH:1]1([N:6]2[C:14]3[C:9](=[CH:10][CH:11]=[C:12]([CH:15]([OH:16])[CH3:19])[CH:13]=3)[C:8]([CH2:17][CH3:18])=[N:7]2)[CH2:2][CH2:3][CH2:4][CH2:5]1. The catalyst class is: 7. (6) Reactant: C#CCC.[Li][CH2:6][CH2:7][CH2:8][CH3:9].Cl[C:11]1([C:24]([F:27])([F:26])[F:25])[C:16]2[CH:17]=[C:18]([O:21][CH3:22])[CH:19]=[CH:20][C:15]=2[NH:14][C:13](=[O:23])[O:12]1. Product: [C:6]([C:11]1([C:24]([F:26])([F:27])[F:25])[C:16]2[CH:17]=[C:18]([O:21][CH3:22])[CH:19]=[CH:20][C:15]=2[NH:14][C:13](=[O:23])[O:12]1)#[C:7][CH2:8][CH3:9]. The catalyst class is: 1. (7) Reactant: [NH2:1][CH:2]([CH:5]1[CH2:10][CH2:9][N:8]([CH2:11][C:12]2[CH:17]=[CH:16][C:15]([F:18])=[CH:14][CH:13]=2)[C:7](=[O:19])[CH2:6]1)[CH2:3][CH3:4].[Li+].C[Si]([N-][Si](C)(C)C)(C)C.[C:30](OCC)(=[O:36])[C:31](OCC)=[O:32]. Product: [CH2:3]([CH:2]1[NH:1][C:31](=[O:32])[C:30]([OH:36])=[C:6]2[CH:5]1[CH2:10][CH2:9][N:8]([CH2:11][C:12]1[CH:17]=[CH:16][C:15]([F:18])=[CH:14][CH:13]=1)[C:7]2=[O:19])[CH3:4]. The catalyst class is: 1. (8) Reactant: [NH:1]1[C:9]2[C:4](=[CH:5][CH:6]=[CH:7][CH:8]=2)[CH:3]=[C:2]1[C:10]([O:12][CH2:13][CH3:14])=[O:11].[C:15]([O-])([O-])=O.[K+].[K+].S(OC)(OC)(=O)=O. Product: [CH3:15][N:1]1[C:9]2[C:4](=[CH:5][CH:6]=[CH:7][CH:8]=2)[CH:3]=[C:2]1[C:10]([O:12][CH2:13][CH3:14])=[O:11]. The catalyst class is: 10.